From a dataset of Full USPTO retrosynthesis dataset with 1.9M reactions from patents (1976-2016). Predict the reactants needed to synthesize the given product. (1) Given the product [CH3:7][O:8][C:9](=[O:34])[CH2:10][CH2:11][CH2:12]/[CH:13]=[CH:14]\[CH2:15][N:16]1[CH:21](/[CH:22]=[CH:23]/[C:24](=[O:32])[CH2:25][C:26]2[CH:31]=[CH:30][CH:29]=[CH:28][CH:27]=2)[CH2:20][CH2:19][CH2:18][C:17]1=[O:33], predict the reactants needed to synthesize it. The reactants are: [BH4-].[Na+].C(N)CN.[CH3:7][O:8][C:9](=[O:34])[CH2:10][CH2:11][CH2:12][C:13]#[C:14][CH2:15][N:16]1[CH:21](/[CH:22]=[CH:23]/[C:24](=[O:32])[CH2:25][C:26]2[CH:31]=[CH:30][CH:29]=[CH:28][CH:27]=2)[CH2:20][CH2:19][CH2:18][C:17]1=[O:33].[H][H]. (2) Given the product [N:29]1[CH:30]=[CH:31][CH:32]=[CH:33][C:28]=1[C:24]1[CH:23]=[C:22]([C:21]2[CH2:20][C:19](=[O:35])[NH:18][C:9]3[CH:10]=[C:11]([C:14]([F:17])([F:16])[F:15])[CH:12]=[CH:13][C:8]=3[N:7]=2)[CH:27]=[CH:26][CH:25]=1, predict the reactants needed to synthesize it. The reactants are: C(OC(=O)[NH:7][C:8]1[CH:13]=[CH:12][C:11]([C:14]([F:17])([F:16])[F:15])=[CH:10][C:9]=1[NH:18][C:19](=[O:35])[CH2:20][C:21](=O)[C:22]1[CH:27]=[CH:26][CH:25]=[C:24]([C:28]2[CH:33]=[CH:32][CH:31]=[CH:30][N:29]=2)[CH:23]=1)(C)(C)C.C(O)(C(F)(F)F)=O. (3) Given the product [Br:1][C:2]1[C:11]2[C:10]([CH3:13])([CH3:12])[CH2:9][CH2:8][CH2:7][C:6]=2[CH:5]=[C:4]([CH:14]([O:16][C:31](=[O:33])[CH3:32])[CH3:15])[C:3]=1[O:17][CH3:18], predict the reactants needed to synthesize it. The reactants are: [Br:1][C:2]1[C:11]2[C:10]([CH3:13])([CH3:12])[CH2:9][CH2:8][CH2:7][C:6]=2[CH:5]=[C:4]([CH:14]([OH:16])[CH3:15])[C:3]=1[O:17][CH3:18].Cl.CN(C)CCCN=C=NCC.[C:31](OC(=O)C)(=[O:33])[CH3:32]. (4) The reactants are: [C:1]([C:5]1[O:6][CH:7]=[N:8][N:9]=1)([CH3:4])([CH3:3])C.[CH:10]([Mg]Cl)([CH3:12])[CH3:11].[C:15]([O:19][C:20](=[O:28])[NH:21][CH:22]([CH:26]=[O:27])[CH:23]([CH3:25])[CH3:24])([CH3:18])([CH3:17])[CH3:16]. Given the product [C:15]([O:19][C:20](=[O:28])[NH:21][CH:22]([CH:23]([CH3:24])[CH3:25])[C@H:26]([OH:27])[C:7]1[O:6][C:5]([C:1]2[CH:3]=[CH:12][CH:10]=[CH:11][CH:4]=2)=[N:9][N:8]=1)([CH3:17])([CH3:16])[CH3:18], predict the reactants needed to synthesize it. (5) The reactants are: [F:1][C:2]1[CH:10]=[CH:9][C:5]([C:6]([OH:8])=[O:7])=[C:4]([OH:11])[CH:3]=1.S(=O)(=O)(O)O.[CH2:17](O)[CH3:18]. Given the product [CH2:17]([O:7][C:6](=[O:8])[C:5]1[CH:9]=[CH:10][C:2]([F:1])=[CH:3][C:4]=1[OH:11])[CH3:18], predict the reactants needed to synthesize it.